Dataset: Reaction yield outcomes from USPTO patents with 853,638 reactions. Task: Predict the reaction yield, written as a fraction of the theoretical maximum amount of product (1.0 means a 100% yield; for example, 0.34 means a 34% yield). The reactants are [Li+].C[Si]([N-][Si](C)(C)C)(C)C.[C:11](#[N:14])[CH2:12][CH3:13].[CH3:15][N:16]1[CH:20]=[C:19]([C:21](OCC)=[O:22])[CH:18]=[N:17]1. The catalyst is C1COCC1. The product is [CH3:13][CH:12]([C:21]([C:19]1[CH:18]=[N:17][N:16]([CH3:15])[CH:20]=1)=[O:22])[C:11]#[N:14]. The yield is 0.820.